This data is from NCI-60 drug combinations with 297,098 pairs across 59 cell lines. The task is: Regression. Given two drug SMILES strings and cell line genomic features, predict the synergy score measuring deviation from expected non-interaction effect. (1) Drug 1: CNC(=O)C1=CC=CC=C1SC2=CC3=C(C=C2)C(=NN3)C=CC4=CC=CC=N4. Drug 2: C1CCN(CC1)CCOC2=CC=C(C=C2)C(=O)C3=C(SC4=C3C=CC(=C4)O)C5=CC=C(C=C5)O. Cell line: SW-620. Synergy scores: CSS=1.78, Synergy_ZIP=4.19, Synergy_Bliss=5.59, Synergy_Loewe=2.23, Synergy_HSA=1.97. (2) Drug 1: C1=CC(=CC=C1CCCC(=O)O)N(CCCl)CCCl. Synergy scores: CSS=0.134, Synergy_ZIP=-3.01, Synergy_Bliss=-4.01, Synergy_Loewe=-15.6, Synergy_HSA=-4.67. Drug 2: C(=O)(N)NO. Cell line: SK-MEL-28. (3) Drug 1: CN1CCC(CC1)COC2=C(C=C3C(=C2)N=CN=C3NC4=C(C=C(C=C4)Br)F)OC. Drug 2: CC1=C2C(C(=O)C3(C(CC4C(C3C(C(C2(C)C)(CC1OC(=O)C(C(C5=CC=CC=C5)NC(=O)C6=CC=CC=C6)O)O)OC(=O)C7=CC=CC=C7)(CO4)OC(=O)C)O)C)OC(=O)C. Cell line: SK-OV-3. Synergy scores: CSS=55.2, Synergy_ZIP=-1.52, Synergy_Bliss=3.69, Synergy_Loewe=-18.5, Synergy_HSA=6.87. (4) Drug 1: C1=CC=C(C(=C1)C(C2=CC=C(C=C2)Cl)C(Cl)Cl)Cl. Drug 2: CC1CCC2CC(C(=CC=CC=CC(CC(C(=O)C(C(C(=CC(C(=O)CC(OC(=O)C3CCCCN3C(=O)C(=O)C1(O2)O)C(C)CC4CCC(C(C4)OC)O)C)C)O)OC)C)C)C)OC. Cell line: NCI-H460. Synergy scores: CSS=0.462, Synergy_ZIP=0.166, Synergy_Bliss=3.86, Synergy_Loewe=1.69, Synergy_HSA=1.86. (5) Drug 1: C1=C(C(=O)NC(=O)N1)F. Drug 2: CN1C2=C(C=C(C=C2)N(CCCl)CCCl)N=C1CCCC(=O)O.Cl. Cell line: HCT-15. Synergy scores: CSS=27.6, Synergy_ZIP=-2.14, Synergy_Bliss=-8.67, Synergy_Loewe=-22.8, Synergy_HSA=-9.50. (6) Drug 1: CN(C)N=NC1=C(NC=N1)C(=O)N. Drug 2: CC(C)(C#N)C1=CC(=CC(=C1)CN2C=NC=N2)C(C)(C)C#N. Cell line: M14. Synergy scores: CSS=-5.74, Synergy_ZIP=2.61, Synergy_Bliss=-2.62, Synergy_Loewe=-5.50, Synergy_HSA=-6.79.